This data is from Forward reaction prediction with 1.9M reactions from USPTO patents (1976-2016). The task is: Predict the product of the given reaction. Given the reactants [CH3:1][O:2][C:3]1[CH:8]=[CH:7][C:6]([C:9]2[CH:14]=[CH:13][CH:12]=[CH:11][C:10]=2[CH3:15])=[CH:5][CH:4]=1.[C:16](OC(=O)C)(=[O:18])[CH3:17].[Al+3].[Cl-].[Cl-].[Cl-].CC#N, predict the reaction product. The product is: [CH3:1][O:2][C:3]1[CH:4]=[CH:5][C:6]([C:9]2[CH:14]=[CH:13][C:12]([C:16](=[O:18])[CH3:17])=[CH:11][C:10]=2[CH3:15])=[CH:7][CH:8]=1.